Dataset: Peptide-MHC class I binding affinity with 185,985 pairs from IEDB/IMGT. Task: Regression. Given a peptide amino acid sequence and an MHC pseudo amino acid sequence, predict their binding affinity value. This is MHC class I binding data. The peptide sequence is SDYLELDTI. The MHC is Patr-A0901 with pseudo-sequence Patr-A0901. The binding affinity (normalized) is 0.